Predict the reaction yield, written as a fraction of the theoretical maximum amount of product (1.0 means a 100% yield; for example, 0.34 means a 34% yield). From a dataset of Reaction yield outcomes from USPTO patents with 853,638 reactions. (1) The reactants are [NH:1]([C:11]([O:13][CH2:14][CH:15]1[C:27]2[C:22](=[CH:23][CH:24]=[CH:25][CH:26]=2)[C:21]2[C:16]1=[CH:17][CH:18]=[CH:19][CH:20]=2)=[O:12])[C@H:2]([C:8]([OH:10])=[O:9])[CH2:3][CH2:4][CH2:5][CH2:6][NH2:7].Cl.[CH3:29][N:30]1[CH:34]=[CH:33][N:32]=[C:31]1[CH:35]=O.[BH-](O[C:47]([CH3:49])=O)(OC(C)=O)OC(C)=O.[Na+].O. The catalyst is ClCCCl. The product is [CH:17]1[C:16]2[CH:15]([CH2:14][O:13][C:11]([NH:1][C@@H:2]([CH2:3][CH2:4][CH2:5][CH2:6][N:7]([CH2:35][C:31]3[N:30]([CH3:29])[CH:47]=[CH:49][N:32]=3)[CH2:35][C:31]3[N:30]([CH3:29])[CH:34]=[CH:33][N:32]=3)[C:8]([OH:10])=[O:9])=[O:12])[C:27]3[C:22](=[CH:23][CH:24]=[CH:25][CH:26]=3)[C:21]=2[CH:20]=[CH:19][CH:18]=1. The yield is 0.920. (2) The reactants are [NH:1]1[CH2:11][CH2:10][CH:4]([C:5]([O:7][CH2:8][CH3:9])=[O:6])[CH2:3][CH2:2]1.C(=O)([O-])[O-].[K+].[K+].[CH3:18][O:19][CH2:20][CH2:21]Br. The catalyst is C(O)C. The product is [CH2:8]([O:7][C:5]([CH:4]1[CH2:3][CH2:2][N:1]([CH2:21][CH2:20][O:19][CH3:18])[CH2:11][CH2:10]1)=[O:6])[CH3:9]. The yield is 0.920.